From a dataset of Reaction yield outcomes from USPTO patents with 853,638 reactions. Predict the reaction yield, written as a fraction of the theoretical maximum amount of product (1.0 means a 100% yield; for example, 0.34 means a 34% yield). The reactants are Cl[CH2:2][C:3](=[O:5])[CH3:4].[C:6]1([P:12]([C:19]2[CH:24]=[CH:23][CH:22]=[CH:21][CH:20]=2)[C:13]2[CH:18]=[CH:17][CH:16]=[CH:15][CH:14]=2)[CH:11]=[CH:10][CH:9]=[CH:8][CH:7]=1. The catalyst is C(Cl)(Cl)Cl. The product is [C:19]1([P:12]([C:6]2[CH:7]=[CH:8][CH:9]=[CH:10][CH:11]=2)([C:13]2[CH:18]=[CH:17][CH:16]=[CH:15][CH:14]=2)=[CH:2][C:3](=[O:5])[CH3:4])[CH:20]=[CH:21][CH:22]=[CH:23][CH:24]=1. The yield is 0.233.